Task: Regression. Given two drug SMILES strings and cell line genomic features, predict the synergy score measuring deviation from expected non-interaction effect.. Dataset: NCI-60 drug combinations with 297,098 pairs across 59 cell lines (1) Drug 1: C1CNP(=O)(OC1)N(CCCl)CCCl. Drug 2: CC1CCC2CC(C(=CC=CC=CC(CC(C(=O)C(C(C(=CC(C(=O)CC(OC(=O)C3CCCCN3C(=O)C(=O)C1(O2)O)C(C)CC4CCC(C(C4)OC)OP(=O)(C)C)C)C)O)OC)C)C)C)OC. Cell line: NCIH23. Synergy scores: CSS=24.1, Synergy_ZIP=1.82, Synergy_Bliss=3.54, Synergy_Loewe=-13.0, Synergy_HSA=2.70. (2) Drug 1: CCCCC(=O)OCC(=O)C1(CC(C2=C(C1)C(=C3C(=C2O)C(=O)C4=C(C3=O)C=CC=C4OC)O)OC5CC(C(C(O5)C)O)NC(=O)C(F)(F)F)O. Drug 2: B(C(CC(C)C)NC(=O)C(CC1=CC=CC=C1)NC(=O)C2=NC=CN=C2)(O)O. Cell line: SF-539. Synergy scores: CSS=94.0, Synergy_ZIP=3.06, Synergy_Bliss=3.62, Synergy_Loewe=3.11, Synergy_HSA=5.91. (3) Synergy scores: CSS=3.10, Synergy_ZIP=3.10, Synergy_Bliss=0.400, Synergy_Loewe=-2.80, Synergy_HSA=-2.24. Drug 2: CC1=C(C=C(C=C1)C(=O)NC2=CC(=CC(=C2)C(F)(F)F)N3C=C(N=C3)C)NC4=NC=CC(=N4)C5=CN=CC=C5. Cell line: SNB-19. Drug 1: COC1=C(C=C2C(=C1)N=CN=C2NC3=CC(=C(C=C3)F)Cl)OCCCN4CCOCC4. (4) Drug 1: CC1=C(C=C(C=C1)NC2=NC=CC(=N2)N(C)C3=CC4=NN(C(=C4C=C3)C)C)S(=O)(=O)N.Cl. Drug 2: C1=CC(=CC=C1CCC2=CNC3=C2C(=O)NC(=N3)N)C(=O)NC(CCC(=O)O)C(=O)O. Cell line: HL-60(TB). Synergy scores: CSS=56.9, Synergy_ZIP=13.2, Synergy_Bliss=10.1, Synergy_Loewe=-32.0, Synergy_HSA=-0.749. (5) Drug 1: CN1CCC(CC1)COC2=C(C=C3C(=C2)N=CN=C3NC4=C(C=C(C=C4)Br)F)OC. Drug 2: C1=NC2=C(N1)C(=S)N=C(N2)N. Cell line: SW-620. Synergy scores: CSS=21.4, Synergy_ZIP=1.34, Synergy_Bliss=3.51, Synergy_Loewe=0.266, Synergy_HSA=3.32.